Dataset: Peptide-MHC class I binding affinity with 185,985 pairs from IEDB/IMGT. Task: Regression. Given a peptide amino acid sequence and an MHC pseudo amino acid sequence, predict their binding affinity value. This is MHC class I binding data. (1) The peptide sequence is TTENAAYQVL. The MHC is HLA-A02:06 with pseudo-sequence HLA-A02:06. The binding affinity (normalized) is 0. (2) The peptide sequence is AVEGGLYPV. The MHC is HLA-A24:03 with pseudo-sequence HLA-A24:03. The binding affinity (normalized) is 0.331.